This data is from Forward reaction prediction with 1.9M reactions from USPTO patents (1976-2016). The task is: Predict the product of the given reaction. (1) Given the reactants [Cl:1][C:2]1[N:6]2[CH:7]=[C:8]([C:15]3[CH:19]=[N:18][N:17](CO)[N:16]=3)[CH:9]=[C:10]([C:11]([F:14])([F:13])[F:12])[C:5]2=[N:4][C:3]=1[C:22]([O:24]C)=[O:23].[OH-].[Na+].Cl, predict the reaction product. The product is: [Cl:1][C:2]1[N:6]2[CH:7]=[C:8]([C:15]3[CH:19]=[N:18][NH:17][N:16]=3)[CH:9]=[C:10]([C:11]([F:14])([F:12])[F:13])[C:5]2=[N:4][C:3]=1[C:22]([OH:24])=[O:23]. (2) Given the reactants [CH2:1]([Sn](CCCC)(CCCC)C#C)[CH2:2]CC.Br[C:17]1[CH:22]=[CH:21][C:20]([C:23]2[N:24]=[C:25]([C@@H:28]3[CH2:32][CH2:31][CH2:30][N:29]3[C:33]([O:35][C:36]([CH3:39])([CH3:38])[CH3:37])=[O:34])[NH:26][CH:27]=2)=[CH:19][CH:18]=1.[Li+].[Cl-], predict the reaction product. The product is: [C:1]([C:17]1[CH:22]=[CH:21][C:20]([C:23]2[NH:24][C:25]([C@@H:28]3[CH2:32][CH2:31][CH2:30][N:29]3[C:33]([O:35][C:36]([CH3:39])([CH3:38])[CH3:37])=[O:34])=[N:26][CH:27]=2)=[CH:19][CH:18]=1)#[CH:2]. (3) Given the reactants O.[SH2:2].[Na].[OH:4][C:5]1[CH:12]=[CH:11][C:8]([C:9]#[N:10])=[CH:7][CH:6]=1.[Cl-].[NH4+].Cl, predict the reaction product. The product is: [OH:4][C:5]1[CH:12]=[CH:11][C:8]([C:9](=[S:2])[NH2:10])=[CH:7][CH:6]=1.